From a dataset of Peptide-MHC class I binding affinity with 185,985 pairs from IEDB/IMGT. Regression. Given a peptide amino acid sequence and an MHC pseudo amino acid sequence, predict their binding affinity value. This is MHC class I binding data. (1) The peptide sequence is KAAFDLSHFL. The MHC is HLA-B35:01 with pseudo-sequence HLA-B35:01. The binding affinity (normalized) is 0. (2) The peptide sequence is EHVQGDIDL. The MHC is HLA-A02:06 with pseudo-sequence HLA-A02:06. The binding affinity (normalized) is 0.0847. (3) The peptide sequence is TTRLLSSTR. The MHC is HLA-A31:01 with pseudo-sequence HLA-A31:01. The binding affinity (normalized) is 0.939. (4) The peptide sequence is VNRWLFRHL. The MHC is HLA-B08:01 with pseudo-sequence HLA-B08:01. The binding affinity (normalized) is 0.0847. (5) The peptide sequence is FPKAGLLII. The MHC is HLA-B07:02 with pseudo-sequence HLA-B07:02. The binding affinity (normalized) is 0.530. (6) The peptide sequence is FANDKFTLV. The MHC is HLA-A02:06 with pseudo-sequence HLA-A02:06. The binding affinity (normalized) is 0.906.